This data is from Full USPTO retrosynthesis dataset with 1.9M reactions from patents (1976-2016). The task is: Predict the reactants needed to synthesize the given product. (1) The reactants are: [Cl:1][C:2]1[CH:7]=[C:6]2[NH:8][C:9](=[O:39])[C:10]3([CH:15]([C:16]4[CH:21]=[C:20]([Cl:22])[CH:19]=[CH:18][C:17]=4[O:23][C:24]([C:27]([OH:29])=O)([CH3:26])[CH3:25])[CH2:14][C:13](=[O:30])[NH:12][CH:11]3[C:31]3[CH:36]=[C:35]([F:37])[CH:34]=[CH:33][C:32]=3[CH3:38])[C:5]2=[CH:4][CH:3]=1.C1N=CN(C(N2C=NC=C2)=O)C=1.[CH3:52][S:53]([NH2:56])(=[O:55])=[O:54].[H-].[Na+].Cl. Given the product [Cl:1][C:2]1[CH:7]=[C:6]2[NH:8][C:9](=[O:39])[C:10]3([CH:15]([C:16]4[CH:21]=[C:20]([Cl:22])[CH:19]=[CH:18][C:17]=4[O:23][C:24]([CH3:25])([CH3:26])[C:27]([NH:56][S:53]([CH3:52])(=[O:55])=[O:54])=[O:29])[CH2:14][C:13](=[O:30])[NH:12][CH:11]3[C:31]3[CH:36]=[C:35]([F:37])[CH:34]=[CH:33][C:32]=3[CH3:38])[C:5]2=[CH:4][CH:3]=1, predict the reactants needed to synthesize it. (2) Given the product [ClH:47].[ClH:47].[NH2:6][C@@H:7]([CH3:10])[CH2:8][CH2:9][NH:4][CH:1]1[CH2:3][CH2:2]1.[CH:1]1([N:4]2[CH2:9][CH2:8][C@H:7]([CH3:10])[N:6]3[C:11](=[O:33])[C:12]4[N:13]([CH:15]=[C:16]([C:21]([NH:23][CH2:24][C:25]5[CH:30]=[CH:29][C:28]([F:31])=[CH:27][C:26]=5[F:32])=[O:22])[C:17](=[O:20])[C:18]=4[OH:19])[CH2:14][C@@H:5]23)[CH2:3][CH2:2]1.[CH:1]1([N:4]2[CH2:9][CH2:8][C@H:7]([CH3:10])[N:6]3[C:11](=[O:33])[C:12]4[N:13]([CH:15]=[C:16]([C:21]([NH:23][CH2:24][C:25]5[CH:30]=[CH:29][C:28]([F:31])=[CH:27][C:26]=5[F:32])=[O:22])[C:17](=[O:20])[C:18]=4[O:19][CH2:48][C:43]4[CH:44]=[CH:37][CH:36]=[CH:35][CH:42]=4)[CH2:14][C@@H:5]23)[CH2:3][CH2:2]1, predict the reactants needed to synthesize it. The reactants are: [CH:1]1([N:4]2[CH2:9][CH2:8][C@H:7]([CH3:10])[N:6]3[C:11](=[O:33])[C:12]4[N:13]([CH:15]=[C:16]([C:21]([NH:23][CH2:24][C:25]5[CH:30]=[CH:29][C:28]([F:31])=[CH:27][C:26]=5[F:32])=[O:22])[C:17](=[O:20])[C:18]=4[OH:19])[CH2:14][C@@H:5]23)[CH2:3][CH2:2]1.N[C@@H:35]([CH3:42])[CH2:36][CH2:37]NC1CC1.[C:43](O)(=O)[CH3:44].[Cl:47][CH2:48]Cl. (3) Given the product [OH:1][C:2]1[C:7]([OH:8])=[CH:6][C:5]([C:10]#[N:11])=[C:4]([C:12]2[CH:17]=[CH:16][C:15]([CH3:18])=[C:14]([CH3:19])[CH:13]=2)[C:3]=1[C:20]#[N:21], predict the reactants needed to synthesize it. The reactants are: [OH:1][C:2]1[C:7]([O:8]C)=[CH:6][C:5]([C:10]#[N:11])=[C:4]([C:12]2[CH:17]=[CH:16][C:15]([CH3:18])=[C:14]([CH3:19])[CH:13]=2)[C:3]=1[C:20]#[N:21].BrC1C(C#N)=C(O)C(OC)=CC=1C#N.CC1C=C(B(O)O)C=CC=1C. (4) Given the product [CH3:1][C:2]1([CH3:22])[CH2:10][CH2:9][C:8]2[NH:7][N:6]=[C:5]([C:19]([OH:21])=[O:20])[C:4]=2[CH2:3]1, predict the reactants needed to synthesize it. The reactants are: [CH3:1][C:2]1([CH3:22])[CH2:10][CH2:9][C:8]2[N:7](COCC[Si](C)(C)C)[N:6]=[C:5]([C:19]([OH:21])=[O:20])[C:4]=2[CH2:3]1.Cl.O1CCOCC1. (5) Given the product [CH3:1][C:2]1([CH3:14])[C:6]2[CH:7]=[C:8]([C:16]3[CH:17]=[C:18]([CH:22]=[O:23])[CH:19]=[N:20][CH:21]=3)[CH:9]=[CH:10][C:5]=2[O:4][CH2:3]1, predict the reactants needed to synthesize it. The reactants are: [CH3:1][C:2]1([CH3:14])[C:6]2[CH:7]=[C:8](B(O)O)[CH:9]=[CH:10][C:5]=2[O:4][CH2:3]1.Br[C:16]1[CH:17]=[C:18]([CH:22]=[O:23])[CH:19]=[N:20][CH:21]=1.C(=O)([O-])[O-].[Na+].[Na+]. (6) Given the product [C:1]([O:34][CH2:33][CH2:32][CH2:31][C:25]1[CH:30]=[CH:29][CH:28]=[CH:27][CH:26]=1)(=[O:10])[CH:2]=[CH:3][C:4]1[CH:9]=[CH:8][CH:7]=[CH:6][CH:5]=1, predict the reactants needed to synthesize it. The reactants are: [CH:1](=[O:10])[CH:2]=[CH:3][C:4]1[CH:9]=[CH:8][CH:7]=[CH:6][CH:5]=1.C(C1C(=O)C(Cl)=C(Cl)C(=O)C=1C#N)#N.[C:25]1([CH2:31][CH2:32][CH2:33][OH:34])[CH:30]=[CH:29][CH:28]=[CH:27][CH:26]=1.O.[O-2].[O-2].[O-2].O=[Si]=O.O=[Si]=O.O=[Si]=O.O=[Si]=O.[Al+3].[Al+3]. (7) Given the product [C:16]([CH2:2][C:3]1[C:11]2[O:10][C:9]([C:12]([O:14][CH3:15])=[O:13])=[CH:8][C:7]=2[CH:6]=[CH:5][CH:4]=1)#[N:17], predict the reactants needed to synthesize it. The reactants are: Br[CH2:2][C:3]1[C:11]2[O:10][C:9]([C:12]([O:14][CH3:15])=[O:13])=[CH:8][C:7]=2[CH:6]=[CH:5][CH:4]=1.[C-:16]#[N:17].[Na+]. (8) Given the product [CH3:31][O:32][CH2:33][CH2:34][O:12][C:11](=[O:13])[C@H:10]([CH2:14][OH:15])[CH2:9][C@H:8]([NH:16][C:17]([C:19]1[NH:20][N:21]=[N:22][CH:23]=1)=[O:18])[CH2:7][C:4]1[CH:5]=[CH:6][C:1]([C:24]2[CH:25]=[CH:26][CH:27]=[CH:28][CH:29]=2)=[CH:2][CH:3]=1, predict the reactants needed to synthesize it. The reactants are: [C:1]1([C:24]2[CH:29]=[CH:28][CH:27]=[CH:26][CH:25]=2)[CH:6]=[CH:5][C:4]([CH2:7][C@@H:8]([NH:16][C:17]([C:19]2[NH:20][N:21]=[N:22][CH:23]=2)=[O:18])[CH2:9][C@@H:10]([CH2:14][OH:15])[C:11]([OH:13])=[O:12])=[CH:3][CH:2]=1.Cl.[CH3:31][O:32][CH2:33][CH2:34]O. (9) The reactants are: [N:1]1[C:8]([Cl:9])=[N:7][C:5](Cl)=[N:4][C:2]=1[Cl:3].CCN(C(C)C)C(C)C.[OH:19][CH2:20][C:21]1([C:24]#[N:25])[CH2:23][CH2:22]1. Given the product [Cl:9][C:8]1[N:1]=[C:2]([Cl:3])[N:4]=[C:5]([O:19][CH2:20][C:21]2([C:24]#[N:25])[CH2:23][CH2:22]2)[N:7]=1, predict the reactants needed to synthesize it.